Dataset: Forward reaction prediction with 1.9M reactions from USPTO patents (1976-2016). Task: Predict the product of the given reaction. (1) Given the reactants [OH:1][CH2:2][C:3]([CH3:28])([CH3:27])[CH2:4][NH:5][C:6]([C:8]1[C:16]2[C:11](=[N:12][CH:13]=[C:14]([CH:17]=[CH2:18])[N:15]=2)[N:10](COCC[Si](C)(C)C)[CH:9]=1)=[O:7].OC(C)(C)[C@H](NC(C1C2C(=NC=C(C3C=NN(CC)C=3)N=2)N(COCC[Si](C)(C)C)C=1)=O)C, predict the reaction product. The product is: [OH:1][CH2:2][C:3]([CH3:28])([CH3:27])[CH2:4][NH:5][C:6]([C:8]1[C:16]2[C:11](=[N:12][CH:13]=[C:14]([CH:17]=[CH2:18])[N:15]=2)[NH:10][CH:9]=1)=[O:7]. (2) The product is: [Br:1][C:2]1[CH:10]=[CH:9][C:5]([CH2:6][OH:7])=[C:4]([CH3:11])[CH:3]=1. Given the reactants [Br:1][C:2]1[CH:10]=[CH:9][C:5]([C:6](O)=[O:7])=[C:4]([CH3:11])[CH:3]=1.[H-].[Al+3].[Li+].[H-].[H-].[H-], predict the reaction product. (3) Given the reactants C([O:3][C:4](=[O:18])[CH:5](CCC(O)=O)[CH:6]([C:11]#[N:12])[CH2:7][CH:8]([CH3:10])[CH3:9])C.[OH-].[K+:20], predict the reaction product. The product is: [K+:20].[C:11]([CH:6]([CH2:7][CH:8]([CH3:10])[CH3:9])[CH2:5][C:4]([O-:18])=[O:3])#[N:12]. (4) The product is: [CH2:1]([O:3][C:4](=[O:25])[C:5]1[CH:10]=[CH:9][CH:8]=[C:7]([N:11]2[C:15]([CH3:16])=[CH:14][CH:13]=[C:12]2[C:17]2[CH:22]=[C:21]([Br:23])[CH:20]=[CH:19][C:18]=2[O:24][CH2:27][C:28]2[CH:33]=[CH:32][C:31]([C:34]3[CH:35]=[CH:36][CH:37]=[CH:38][CH:39]=3)=[CH:30][CH:29]=2)[CH:6]=1)[CH3:2]. Given the reactants [CH2:1]([O:3][C:4](=[O:25])[C:5]1[CH:10]=[CH:9][CH:8]=[C:7]([N:11]2[C:15]([CH3:16])=[CH:14][CH:13]=[C:12]2[C:17]2[CH:22]=[C:21]([Br:23])[CH:20]=[CH:19][C:18]=2[OH:24])[CH:6]=1)[CH3:2].Br[CH2:27][C:28]1[CH:33]=[CH:32][C:31]([C:34]2[CH:39]=[CH:38][CH:37]=[CH:36][CH:35]=2)=[CH:30][CH:29]=1.C(=O)([O-])[O-].[K+].[K+], predict the reaction product. (5) Given the reactants [C:1]([C:3]1[C:4]2[N:44](COCC[Si](C)(C)C)[CH:43]=[N:42][C:5]=2[C:6]([CH2:33][C:34]2[C:39]([Cl:40])=[CH:38][CH:37]=[CH:36][C:35]=2[Cl:41])=[N:7][C:8]=1[NH:9][C:10]1[CH:15]=[C:14]([F:16])[C:13]([N:17]2[CH2:22][CH2:21][N:20](C(OC(C)(C)C)=O)[CH2:19][CH2:18]2)=[C:12]([F:30])[C:11]=1[O:31][CH3:32])#[N:2].C(=O)(O)[O-:54].[Na+], predict the reaction product. The product is: [Cl:40][C:39]1[CH:38]=[CH:37][CH:36]=[C:35]([Cl:41])[C:34]=1[CH2:33][C:6]1[C:5]2[N:42]=[CH:43][NH:44][C:4]=2[C:3]([C:1]([NH2:2])=[O:54])=[C:8]([NH:9][C:10]2[CH:15]=[C:14]([F:16])[C:13]([N:17]3[CH2:22][CH2:21][NH:20][CH2:19][CH2:18]3)=[C:12]([F:30])[C:11]=2[O:31][CH3:32])[N:7]=1. (6) The product is: [F:27][C:21]1[CH:22]=[CH:23][C:24]([F:38])=[CH:25][C:20]=1[C:18]1[CH2:17][N:16]([C:28]([N:44]([CH3:47])[CH3:43])=[O:30])[CH:15]([C:11]2[CH:12]=[CH:13][CH:14]=[C:9]([OH:8])[CH:10]=2)[CH:19]=1. Given the reactants [Si]([O:8][C:9]1[CH:10]=[C:11]([CH:15]2[CH:19]=[C:18]([C:20]3[CH:25]=[C:24](Cl)[CH:23]=[CH:22][C:21]=3[F:27])[CH2:17][N:16]2[C:28]([O:30]C(C)(C)C)=O)[CH:12]=[CH:13][CH:14]=1)(C(C)(C)C)(C)C.C(O)(C(F)(F)[F:38])=O.C[CH2:43][N:44]([CH2:47]C)CC.CN(C)C(Cl)=O, predict the reaction product. (7) The product is: [C:13]([CH2:12][C:3]1[CH:4]=[CH:5][O:1][C:2]=1[CH2:6][C:7]([OH:9])=[O:8])([OH:15])=[O:14]. Given the reactants [O:1]1[CH:5]=[CH:4][CH:3]=[C:2]1[CH:6](O)[C:7]([OH:9])=[O:8].C[C:12](C)(C)[C:13]([O-])([O-:15])[O-:14].C(O)(=O)CCCCC, predict the reaction product. (8) Given the reactants [NH2:1][CH2:2][CH2:3][C:4]1[CH:9]=[CH:8][C:7]([CH2:10][C@H:11]([O:17][CH2:18][CH3:19])[C:12]([O:14][CH2:15][CH3:16])=[O:13])=[CH:6][CH:5]=1.[C:20](O)(=[O:27])[CH2:21][CH2:22][CH2:23][CH2:24][CH2:25][CH3:26].C(Cl)CCl, predict the reaction product. The product is: [CH2:18]([O:17][C@@H:11]([CH2:10][C:7]1[CH:8]=[CH:9][C:4]([CH2:3][CH2:2][NH:1][C:20](=[O:27])[CH2:21][CH2:22][CH2:23][CH2:24][CH2:25][CH3:26])=[CH:5][CH:6]=1)[C:12]([O:14][CH2:15][CH3:16])=[O:13])[CH3:19].